From a dataset of Peptide-MHC class I binding affinity with 185,985 pairs from IEDB/IMGT. Regression. Given a peptide amino acid sequence and an MHC pseudo amino acid sequence, predict their binding affinity value. This is MHC class I binding data. (1) The peptide sequence is WQNLAWAGV. The MHC is HLA-A02:12 with pseudo-sequence HLA-A02:12. The binding affinity (normalized) is 0.770. (2) The peptide sequence is WWTDYWQVTW. The MHC is Mamu-B17 with pseudo-sequence Mamu-B17. The binding affinity (normalized) is 0.165. (3) The binding affinity (normalized) is 0.0847. The MHC is HLA-B58:01 with pseudo-sequence HLA-B58:01. The peptide sequence is FRKEFTKLE. (4) The peptide sequence is YTAVVPLVV. The MHC is Mamu-A02 with pseudo-sequence Mamu-A02. The binding affinity (normalized) is 0.676. (5) The MHC is HLA-B15:17 with pseudo-sequence HLA-B15:17. The peptide sequence is TTRAVNMEV. The binding affinity (normalized) is 0.0847. (6) The peptide sequence is FSLHYAWKTM. The MHC is HLA-B51:01 with pseudo-sequence HLA-B51:01. The binding affinity (normalized) is 0.